From a dataset of Forward reaction prediction with 1.9M reactions from USPTO patents (1976-2016). Predict the product of the given reaction. (1) Given the reactants N[C:2]1[NH:6][N:5]=[C:4]([CH3:7])[C:3]=1[C:8]([O:10][CH2:11][CH3:12])=[O:9].S(=O)(=O)(O)O.N([O-])=O.[Na+].[I-:22].[K+], predict the reaction product. The product is: [I:22][C:2]1[NH:6][N:5]=[C:4]([CH3:7])[C:3]=1[C:8]([O:10][CH2:11][CH3:12])=[O:9]. (2) Given the reactants C([N:8]1[CH:12]=[C:11]([C:13]2[CH:17]=[C:16]([C:18]([O:20][CH2:21][CH3:22])=[O:19])[NH:15][N:14]=2)[N:10]=[CH:9]1)C1C=CC=CC=1.[H][H], predict the reaction product. The product is: [NH:8]1[CH:12]=[C:11]([C:13]2[CH:17]=[C:16]([C:18]([O:20][CH2:21][CH3:22])=[O:19])[NH:15][N:14]=2)[N:10]=[CH:9]1. (3) Given the reactants [C:1]([C:3]1[CH:10]=[CH:9][C:6]([C:7]#[N:8])=[C:5]([N+:11]([O-:13])=[O:12])[CH:4]=1)#[CH:2].[N:14]([C:17]1[N:21]([CH3:22])[N:20]=[C:19]([C:23]([F:29])([F:28])[C:24]([F:27])([F:26])[F:25])[C:18]=1[C:30]([F:33])([F:32])[F:31])=[N+:15]=[N-:16].O=C1O[C@H]([C@H](CO)O)C([O-])=C1O.[Na+], predict the reaction product. The product is: [CH3:22][N:21]1[C:17]([N:14]2[CH:2]=[C:1]([C:3]3[CH:10]=[CH:9][C:6]([C:7]#[N:8])=[C:5]([N+:11]([O-:13])=[O:12])[CH:4]=3)[N:16]=[N:15]2)=[C:18]([C:30]([F:31])([F:33])[F:32])[C:19]([C:23]([F:28])([F:29])[C:24]([F:25])([F:27])[F:26])=[N:20]1. (4) Given the reactants [Cl:1][C:2]1[CH:8]=[CH:7][C:5]([NH2:6])=[C:4]([F:9])[CH:3]=1.[F:10][C:11]([F:17])([F:16])[CH2:12][C:13](O)=[O:14].CCN(CC)CC.CN(C(ON1N=NC2C=CC=NC1=2)=[N+](C)C)C.F[P-](F)(F)(F)(F)F, predict the reaction product. The product is: [Cl:1][C:2]1[CH:8]=[CH:7][C:5]([NH:6][C:13](=[O:14])[CH2:12][C:11]([F:17])([F:16])[F:10])=[C:4]([F:9])[CH:3]=1.